Dataset: Full USPTO retrosynthesis dataset with 1.9M reactions from patents (1976-2016). Task: Predict the reactants needed to synthesize the given product. (1) The reactants are: Cl[C:2]1[C:7]2[O:8][CH2:9][CH2:10][N:11]([CH:12]3[CH2:17][CH2:16][N:15]([C:18]([O:20][CH:21]([CH3:23])[CH3:22])=[O:19])[CH2:14][CH2:13]3)[C:6]=2[N:5]=[CH:4][N:3]=1.[F:24][C:25]1[CH:26]=[C:27]([CH:30]=[CH:31][C:32]=1[OH:33])[C:28]#[N:29].C([O-])([O-])=O.[K+].[K+]. Given the product [C:28]([C:27]1[CH:30]=[CH:31][C:32]([O:33][C:2]2[C:7]3[O:8][CH2:9][CH2:10][N:11]([CH:12]4[CH2:17][CH2:16][N:15]([C:18]([O:20][CH:21]([CH3:23])[CH3:22])=[O:19])[CH2:14][CH2:13]4)[C:6]=3[N:5]=[CH:4][N:3]=2)=[C:25]([F:24])[CH:26]=1)#[N:29], predict the reactants needed to synthesize it. (2) Given the product [CH3:1][O:2][C:3]([C:5]1([CH2:20][N:24]([CH2:22][CH3:23])[CH3:25])[CH:9]([CH3:10])[C:8](=[O:11])[N:7]([C:12]2[C:17]([CH3:18])=[CH:16][CH:15]=[CH:14][C:13]=2[CH3:19])[CH2:6]1)=[O:4], predict the reactants needed to synthesize it. The reactants are: [CH3:1][O:2][C:3]([C:5]1([CH2:20]I)[CH:9]([CH3:10])[C:8](=[O:11])[N:7]([C:12]2[C:17]([CH3:18])=[CH:16][CH:15]=[CH:14][C:13]=2[CH3:19])[CH2:6]1)=[O:4].[CH2:22]([NH:24][CH3:25])[CH3:23].